From a dataset of Full USPTO retrosynthesis dataset with 1.9M reactions from patents (1976-2016). Predict the reactants needed to synthesize the given product. (1) Given the product [CH3:31][N:32]([CH3:35])[N:33]([CH3:34])[C:11]([C:9]1[CH:8]=[CH:7][C:6]2[N:2]([CH3:1])[C:3]([NH:14][C:15]3[S:16][C:17]4[CH:23]=[C:22]([O:24][C:25]([F:26])([F:28])[F:27])[CH:21]=[CH:20][C:18]=4[N:19]=3)=[N:4][C:5]=2[CH:10]=1)=[O:13], predict the reactants needed to synthesize it. The reactants are: [CH3:1][N:2]1[C:6]2[CH:7]=[CH:8][C:9]([C:11]([OH:13])=O)=[CH:10][C:5]=2[N:4]=[C:3]1[NH:14][C:15]1[S:16][C:17]2[CH:23]=[C:22]([O:24][C:25]([F:28])([F:27])[F:26])[CH:21]=[CH:20][C:18]=2[N:19]=1.Cl.Cl.[CH3:31][N:32]([CH3:35])[NH:33][CH3:34].CN(C(ON1N=NC2C=CC=CC1=2)=[N+](C)C)C.F[P-](F)(F)(F)(F)F.CCN(C(C)C)C(C)C. (2) Given the product [F:13][C:14]([F:21])([F:20])[C:15](=[O:16])[CH2:11][C:10]([C:4]1[CH:5]=[CH:6][C:7]([O:8][CH3:9])=[C:2]([CH3:1])[CH:3]=1)=[O:12], predict the reactants needed to synthesize it. The reactants are: [CH3:1][C:2]1[CH:3]=[C:4]([C:10](=[O:12])[CH3:11])[CH:5]=[CH:6][C:7]=1[O:8][CH3:9].[F:13][C:14]([F:21])([F:20])[C:15](OCC)=[O:16].C[O-].[Na+].Cl. (3) Given the product [NH2:5][C:6]1[C:15]2[C:10](=[CH:11][C:12]([OH:16])=[CH:13][CH:14]=2)[CH:9]=[CH:8][N:7]=1, predict the reactants needed to synthesize it. The reactants are: B(Br)(Br)Br.[NH2:5][C:6]1[C:15]2[C:10](=[CH:11][C:12]([O:16]C)=[CH:13][CH:14]=2)[CH:9]=[CH:8][N:7]=1.N. (4) Given the product [CH2:17]([NH:21][CH2:1][C:3]1[CH:15]=[CH:14][C:6]([O:7][CH2:8][C:9]([O:11][CH3:12])=[O:10])=[C:5]([CH3:16])[CH:4]=1)[CH2:18][CH2:19][CH3:20], predict the reactants needed to synthesize it. The reactants are: [CH:1]([C:3]1[CH:15]=[CH:14][C:6]([O:7][CH2:8][C:9]([O:11][CH2:12]C)=[O:10])=[C:5]([CH3:16])[CH:4]=1)=O.[CH2:17]([NH2:21])[CH2:18][CH2:19][CH3:20].[BH4-].[Na+]. (5) Given the product [Br:1][C:2]1[CH:3]=[CH:4][C:5]([F:16])=[C:6]([C:8]2([CH3:15])[NH:13][C:12](=[S:26])[CH2:11][O:10][CH2:9]2)[CH:7]=1, predict the reactants needed to synthesize it. The reactants are: [Br:1][C:2]1[CH:3]=[CH:4][C:5]([F:16])=[C:6]([C:8]2([CH3:15])[NH:13][C:12](=O)[CH2:11][O:10][CH2:9]2)[CH:7]=1.COC1C=CC(P2(SP(C3C=CC(OC)=CC=3)(=S)S2)=[S:26])=CC=1. (6) Given the product [F:2][C:3]1[CH:8]=[CH:7][CH:6]=[C:5]2[C:4]=1[NH:9][CH2:18][C:19]2([CH3:21])[CH3:20], predict the reactants needed to synthesize it. The reactants are: Cl.[F:2][C:3]1[CH:8]=[CH:7][CH:6]=[CH:5][C:4]=1[NH:9]N.FC(F)(F)C(O)=O.[CH:18](=O)[CH:19]([CH3:21])[CH3:20].NN.[BH4-].[Na+]. (7) Given the product [CH3:12][O:13][C:14]1[CH:20]=[CH:19][C:17]([NH:18][C:2]2[C:3]([N+:9]([O-:11])=[O:10])=[CH:4][CH:5]=[CH:6][C:7]=2[CH3:8])=[CH:16][CH:15]=1, predict the reactants needed to synthesize it. The reactants are: F[C:2]1[C:7]([CH3:8])=[CH:6][CH:5]=[CH:4][C:3]=1[N+:9]([O-:11])=[O:10].[CH3:12][O:13][C:14]1[CH:20]=[CH:19][C:17]([NH2:18])=[CH:16][CH:15]=1.C([O-])(C)(C)C.[K+]. (8) Given the product [CH3:1][N:2]1[C:10]2[C:5](=[CH:6][C:7]([C:11]([F:13])([F:14])[F:12])=[CH:8][CH:9]=2)[C:4]([C:15]2[N:20]=[C:19]3[C:21]([C:32]([OH:34])=[O:33])=[CH:22][NH:23][C:18]3=[N:17][CH:16]=2)=[N:3]1, predict the reactants needed to synthesize it. The reactants are: [CH3:1][N:2]1[C:10]2[C:5](=[CH:6][C:7]([C:11]([F:14])([F:13])[F:12])=[CH:8][CH:9]=2)[C:4]([C:15]2[N:20]=[C:19]3[C:21]([C:32]([O:34]C)=[O:33])=[CH:22][N:23](COC(=O)C(C)(C)C)[C:18]3=[N:17][CH:16]=2)=[N:3]1.[OH-].[Na+]. (9) The reactants are: [NH2:1][C:2]1[CH:22]=[CH:21][C:20]([N:23]2[CH2:28][CH2:27][CH2:26][CH2:25][CH2:24]2)=[CH:19][C:3]=1[C:4]([NH:6][C:7]1[CH:8]=[N:9][C:10]([C:13]2[CH:18]=[CH:17][CH:16]=[CH:15][CH:14]=2)=[N:11][CH:12]=1)=[O:5].Cl[C:30]([C:32]1[CH:33]=[C:34]([CH:43]=[CH:44][CH:45]=1)[CH2:35][S:36][CH2:37][CH2:38][C:39]([O:41][CH3:42])=[O:40])=[O:31].N1C=CC=CC=1. Given the product [C:13]1([C:10]2[N:11]=[CH:12][C:7]([NH:6][C:4]([C:3]3[CH:19]=[C:20]([N:23]4[CH2:28][CH2:27][CH2:26][CH2:25][CH2:24]4)[CH:21]=[CH:22][C:2]=3[NH:1][C:30]([C:32]3[CH:33]=[C:34]([CH:43]=[CH:44][CH:45]=3)[CH2:35][S:36][CH2:37][CH2:38][C:39]([O:41][CH3:42])=[O:40])=[O:31])=[O:5])=[CH:8][N:9]=2)[CH:14]=[CH:15][CH:16]=[CH:17][CH:18]=1, predict the reactants needed to synthesize it. (10) Given the product [C:1]([OH:9])(=[O:8])[CH:2]([CH2:4][C:5]([OH:7])=[O:6])[OH:3].[C:1]([O:9][OH:10])(=[O:8])[CH:2]([CH2:4][C:5]([O-:7])=[O:6])[OH:3].[Mg+2:11].[Mg+2:11].[OH:10][O:8][C:1](=[O:9])[CH:2]([CH2:4][C:5]([O-:7])=[O:6])[OH:3].[OH:10][O:8][C:1](=[O:9])[CH:2]([CH2:4][C:5]([O-:7])=[O:6])[OH:3].[OH:10][O:8][C:1](=[O:9])[CH:2]([CH2:4][C:5]([O-:7])=[O:6])[OH:3], predict the reactants needed to synthesize it. The reactants are: [C:1]([OH:9])(=[O:8])[CH:2]([CH2:4][C:5]([OH:7])=[O:6])[OH:3].[O-2:10].[Mg+2:11].